Predict which catalyst facilitates the given reaction. From a dataset of Catalyst prediction with 721,799 reactions and 888 catalyst types from USPTO. (1) Reactant: [NH2:1][CH2:2][CH2:3][CH2:4][CH2:5][CH2:6][CH2:7][N:8]([CH3:67])[C@H:9]([C:13]([NH:15][C@H:16]([C:20]([N:22]([C@@H:24]([C@@H:63]([CH3:66])[CH2:64][CH3:65])[C@H:25]([O:61][CH3:62])[CH2:26][C:27]([N:29]1[CH2:33][CH2:32][CH2:31][C@H:30]1[C@H:34]([O:59][CH3:60])[C@@H:35]([CH3:58])[C:36]([NH:38][C@@H:39]([CH2:48][C:49]1[C:57]2[C:52](=[CH:53][CH:54]=[CH:55][CH:56]=2)[NH:51][CH:50]=1)[C:40]([N:42]1[CH2:47][CH2:46][CH2:45][CH2:44][O:43]1)=[O:41])=[O:37])=[O:28])[CH3:23])=[O:21])[CH:17]([CH3:19])[CH3:18])=[O:14])[CH:10]([CH3:12])[CH3:11].[S:68]([CH2:82][CH2:83][C:84](ON1C(=O)CCC1=O)=[O:85])[S:69][CH2:70][CH2:71][C:72]([O:74][N:75]1[C:79](=[O:80])[CH2:78][CH2:77][C:76]1=[O:81])=[O:73].C(N(CC)C(C)C)(C)C. Product: [O:80]=[C:79]1[CH2:78][CH2:77][C:76](=[O:81])[N:75]1[O:74][C:72](=[O:73])[CH2:71][CH2:70][S:69][S:68][CH2:82][CH2:83][C:84]([NH:1][CH2:2][CH2:3][CH2:4][CH2:5][CH2:6][CH2:7][N:8]([CH3:67])[C@H:9]([C:13]([NH:15][C@H:16]([C:20]([N:22]([C@@H:24]([C@@H:63]([CH3:66])[CH2:64][CH3:65])[C@H:25]([O:61][CH3:62])[CH2:26][C:27]([N:29]1[CH2:33][CH2:32][CH2:31][C@H:30]1[C@H:34]([O:59][CH3:60])[C@@H:35]([CH3:58])[C:36]([NH:38][C@@H:39]([CH2:48][C:49]1[C:57]2[C:52](=[CH:53][CH:54]=[CH:55][CH:56]=2)[NH:51][CH:50]=1)[C:40]([N:42]1[CH2:47][CH2:46][CH2:45][CH2:44][O:43]1)=[O:41])=[O:37])=[O:28])[CH3:23])=[O:21])[CH:17]([CH3:18])[CH3:19])=[O:14])[CH:10]([CH3:12])[CH3:11])=[O:85]. The catalyst class is: 3. (2) Reactant: [C:1]1([C:7](=[O:11])[C@H:8](O)[CH3:9])[CH:6]=[CH:5][CH:4]=[CH:3][CH:2]=1.CN(C1C2C(N(C)C)=CC=CC=2C=CC=1)C.S(OS(C(F)(F)F)(=O)=O)(C(F)(F)F)(=O)=O.[NH2:43][C:44]([CH3:48])([CH3:47])[CH2:45][OH:46]. Product: [C:1]1([C@:7]2([OH:11])[O:46][CH2:45][C:44]([CH3:48])([CH3:47])[NH:43][C@H:8]2[CH3:9])[CH:6]=[CH:5][CH:4]=[CH:3][CH:2]=1. The catalyst class is: 2. (3) Reactant: [N-:1]=[N+:2]=[N-:3].[Na+].[Na+].[I-].Cl[CH:8]1[CH2:13][CH2:12][CH2:11][C:10]([CH3:14])=[CH:9]1. Product: [N:1]([CH:8]1[CH2:13][CH2:12][CH2:11][C:10]([CH3:14])=[CH:9]1)=[N+:2]=[N-:3]. The catalyst class is: 163. (4) Reactant: [Cl:1][C:2]1[CH:3]=[C:4]([CH:6]=[C:7]([Cl:9])[CH:8]=1)[NH2:5].[CH2:10]([C:12](=O)[C:13]([O-:15])=[O:14])[CH3:11].[CH3:17][C:18]1[CH:25]=[C:24]([CH3:26])[CH:23]=[CH:22][C:19]=1C=C.F[C:28](F)(F)[C:29](O)=O. Product: [CH2:28]([O:15][C:13]([CH:12]1[CH2:10][CH:11]([C:19]2[CH:22]=[CH:23][C:24]([CH3:26])=[CH:25][C:18]=2[CH3:17])[C:3]2[C:4](=[CH:6][C:7]([Cl:9])=[CH:8][C:2]=2[Cl:1])[NH:5]1)=[O:14])[CH3:29]. The catalyst class is: 10.